Dataset: Reaction yield outcomes from USPTO patents with 853,638 reactions. Task: Predict the reaction yield, written as a fraction of the theoretical maximum amount of product (1.0 means a 100% yield; for example, 0.34 means a 34% yield). The product is [Cl:15][C:13]1[CH:12]=[CH:11][C:10]([O:16][CH3:17])=[C:9]([CH:14]=1)[C:8](/[N:7]=[C:5]1\[S:6][C:2]([Cl:1])=[CH:3][N:4]\1[CH2:20][C:21]1[N:22]=[CH:23][S:24][CH:25]=1)=[O:18]. The catalyst is [I-].C([N+](CCCC)(CCCC)CCCC)CCC.C1(C)C=CC=CC=1. The yield is 0.600. The reactants are [Cl:1][C:2]1[S:6][C:5]([NH:7][C:8](=[O:18])[C:9]2[CH:14]=[C:13]([Cl:15])[CH:12]=[CH:11][C:10]=2[O:16][CH3:17])=[N:4][CH:3]=1.Cl[CH2:20][C:21]1[N:22]=[CH:23][S:24][CH:25]=1.CC(C)([O-])C.[K+].O1CCOCC1.